From a dataset of Drug-target binding data from BindingDB using IC50 measurements. Regression. Given a target protein amino acid sequence and a drug SMILES string, predict the binding affinity score between them. We predict pIC50 (pIC50 = -log10(IC50 in M); higher means more potent). Dataset: bindingdb_ic50. (1) The small molecule is NCCc1c[nH]c2ccc(O)cc12. The target protein (Q60484) has sequence MSPPNQSEEGLPQEASNRSLNATETPGDWDPGLLQALKVSLVVVLSIITLATVLSNAFVLTTILLTRKLHTPANYLIGSLATTDLLVSILVMPISIAYTTTRTWNFGQILCDIWVSSDITCCTASILHLCVIALDRYWAITDALEYSKRRTAGHAGAMIAAVWVISICISIPPLFWRQAQAQEEMSDCLVNTSQISYTIYSTCGAFYIPSVLLIILYSRIYRAARSRILNPPSLSGKRFTTAHLITGSAGSSLCSLNPSLHEGHMHPGSPLFFNHVRIKLADSVLERKRISAARERKATKTLGIILGAFIVCWLPFFVVSLVLPICRDSCWIHPALFDFFTWLGYLNSLINPIIYTVFNEDFRQAFQKVVHFRKAS. The pIC50 is 8.5. (2) The small molecule is CN[C@@H](C)C(=O)N[C@H]1CCc2ccc(OCc3ccccc3)cc2N(Cc2c(C)ccc3ccccc23)C1=O. The target protein (Q13489) has sequence MNIVENSIFLSNLMKSANTFELKYDLSCELYRMSTYSTFPAGVPVSERSLARAGFYYTGVNDKVKCFCCGLMLDNWKRGDSPTEKHKKLYPSCRFVQSLNSVNNLEATSQPTFPSSVTNSTHSLLPGTENSGYFRGSYSNSPSNPVNSRANQDFSALMRSSYHCAMNNENARLLTFQTWPLTFLSPTDLAKAGFYYIGPGDRVACFACGGKLSNWEPKDNAMSEHLRHFPKCPFIENQLQDTSRYTVSNLSMQTHAARFKTFFNWPSSVLVNPEQLASAGFYYVGNSDDVKCFCCDGGLRCWESGDDPWVQHAKWFPRCEYLIRIKGQEFIRQVQASYPHLLEQLLSTSDSPGDENAESSIIHFEPGEDHSEDAIMMNTPVINAAVEMGFSRSLVKQTVQRKILATGENYRLVNDLVLDLLNAEDEIREEERERATEEKESNDLLLIRKNRMALFQHLTCVIPILDSLLTAGIINEQEHDVIKQKTQTSLQARELIDTIL.... The pIC50 is 4.3.